Dataset: Peptide-MHC class I binding affinity with 185,985 pairs from IEDB/IMGT. Task: Regression. Given a peptide amino acid sequence and an MHC pseudo amino acid sequence, predict their binding affinity value. This is MHC class I binding data. (1) The peptide sequence is DYVPTNKWV. The MHC is HLA-B07:02 with pseudo-sequence HLA-B07:02. The binding affinity (normalized) is 0.0847. (2) The peptide sequence is AMDEFIQRY. The MHC is HLA-A11:01 with pseudo-sequence HLA-A11:01. The binding affinity (normalized) is 0.253. (3) The peptide sequence is EHAGVISVL. The MHC is HLA-B15:01 with pseudo-sequence HLA-B15:01. The binding affinity (normalized) is 0.0847. (4) The MHC is HLA-A29:02 with pseudo-sequence HLA-A29:02. The binding affinity (normalized) is 0.00739. The peptide sequence is FYTTTGIGY. (5) The peptide sequence is ITMYVAFEQ. The MHC is HLA-A02:11 with pseudo-sequence HLA-A02:11. The binding affinity (normalized) is 0.0847.